From a dataset of Reaction yield outcomes from USPTO patents with 853,638 reactions. Predict the reaction yield, written as a fraction of the theoretical maximum amount of product (1.0 means a 100% yield; for example, 0.34 means a 34% yield). (1) The reactants are [C:1]([O:5][C:6](=[O:23])[CH2:7][C@@H:8]1[CH2:11][C@H:10]([C:12]([O:14][C@H](C2C=CC=CC=2)C)=[O:13])[CH2:9]1)([CH3:4])([CH3:3])[CH3:2]. The catalyst is CO.[C].[Pd]. The product is [C:1]([O:5][C:6](=[O:23])[CH2:7][C@@H:8]1[CH2:9][C@H:10]([C:12]([OH:14])=[O:13])[CH2:11]1)([CH3:4])([CH3:2])[CH3:3]. The yield is 0.990. (2) The reactants are [C:1]([Si:5]([O:8][CH:9]([CH2:14][CH2:15][C:16]1[CH:21]=[CH:20][C:19]([C:22]([CH2:41][CH3:42])([C:25]2[CH:30]=[CH:29][C:28](B3OC(C)(C)C(C)(C)O3)=[C:27]([CH3:40])[CH:26]=2)[CH2:23][CH3:24])=[CH:18][C:17]=1[CH3:43])[C:10]([CH3:13])([CH3:12])[CH3:11])([CH3:7])[CH3:6])([CH3:4])([CH3:3])[CH3:2].[CH2:44]([O:46][C:47](=[O:56])[CH2:48][C:49]1[CH:50]=[CH:51][C:52](Cl)=[N:53][CH:54]=1)[CH3:45].O. The catalyst is CN(C)C=O.C1C=CC(P(C2C=CC=CC=2)[C-]2C=CC=C2)=CC=1.C1C=CC(P(C2C=CC=CC=2)[C-]2C=CC=C2)=CC=1.Cl[Pd]Cl.[Fe+2]. The product is [CH2:44]([O:46][C:47](=[O:56])[CH2:48][C:49]1[CH:54]=[N:53][C:52]([C:28]2[CH:29]=[CH:30][C:25]([C:22]([C:19]3[CH:20]=[CH:21][C:16]([CH2:15][CH2:14][CH:9]([O:8][Si:5]([C:1]([CH3:4])([CH3:3])[CH3:2])([CH3:6])[CH3:7])[C:10]([CH3:13])([CH3:12])[CH3:11])=[C:17]([CH3:43])[CH:18]=3)([CH2:23][CH3:24])[CH2:41][CH3:42])=[CH:26][C:27]=2[CH3:40])=[CH:51][CH:50]=1)[CH3:45]. The yield is 0.160. (3) The reactants are [C:1]1([S:7]([N:10]2[C:18]3[C:13](=[CH:14][CH:15]=[CH:16][CH:17]=3)[C:12]([C:19]3[N:20]([S:24]([C:27]4[CH:32]=[CH:31][CH:30]=[CH:29][CH:28]=4)(=[O:26])=[O:25])[CH:21]=[CH:22][N:23]=3)=[CH:11]2)(=[O:9])=[O:8])[CH:6]=[CH:5][CH:4]=[CH:3][CH:2]=1.C([Li])(C)(C)C.CCCCC.[CH3:43][O:44][C:45]1[CH:46]=[C:47]([CH:51]=[C:52]([O:56][CH3:57])[C:53]=1[O:54][CH3:55])[C:48](Cl)=[O:49]. The catalyst is C1COCC1. The product is [C:27]1([S:24]([N:20]2[CH:21]=[C:22]([C:48]([C:47]3[CH:51]=[C:52]([O:56][CH3:57])[C:53]([O:54][CH3:55])=[C:45]([O:44][CH3:43])[CH:46]=3)=[O:49])[N:23]=[C:19]2[C:12]2[C:13]3[C:18](=[CH:17][CH:16]=[CH:15][CH:14]=3)[N:10]([S:7]([C:1]3[CH:2]=[CH:3][CH:4]=[CH:5][CH:6]=3)(=[O:9])=[O:8])[CH:11]=2)(=[O:25])=[O:26])[CH:28]=[CH:29][CH:30]=[CH:31][CH:32]=1. The yield is 0.300. (4) The product is [O:6]1[C:10]2[CH:11]=[CH:12][C:13]([C:15]3([C:18]([NH:20][C:21]4[CH:22]=[C:23]5[C:27](=[CH:28][CH:29]=4)[NH:26][C:25]([C:30]([CH3:33])([CH3:32])[CH3:31])=[C:24]5[CH:37]=[O:38])=[O:19])[CH2:17][CH2:16]3)=[CH:14][C:9]=2[O:8][CH2:7]1. The yield is 0.610. No catalyst specified. The reactants are O=P(Cl)(Cl)Cl.[O:6]1[C:10]2[CH:11]=[CH:12][C:13]([C:15]3([C:18]([NH:20][C:21]4[CH:22]=[C:23]5[C:27](=[CH:28][CH:29]=4)[NH:26][C:25]([C:30]([CH3:33])([CH3:32])[CH3:31])=[CH:24]5)=[O:19])[CH2:17][CH2:16]3)=[CH:14][C:9]=2[O:8][CH2:7]1.CN([CH:37]=[O:38])C. (5) The reactants are [CH3:1][O:2][C:3]([C:5]1[C:6](Cl)=[N:7][C:8]([N:12]2[CH2:17][CH2:16][O:15][CH2:14][CH2:13]2)=[CH:9][C:10]=1[CH3:11])=[O:4].C([Sn](CCCC)(CCCC)[C:24]#[C:25][CH2:26][O:27][CH3:28])CCC. The catalyst is O1CCOCC1.Cl[Pd](Cl)([P](C1C=CC=CC=1)(C1C=CC=CC=1)C1C=CC=CC=1)[P](C1C=CC=CC=1)(C1C=CC=CC=1)C1C=CC=CC=1. The product is [CH3:1][O:2][C:3]([C:5]1[C:6]([C:24]#[C:25][CH2:26][O:27][CH3:28])=[N:7][C:8]([N:12]2[CH2:17][CH2:16][O:15][CH2:14][CH2:13]2)=[CH:9][C:10]=1[CH3:11])=[O:4]. The yield is 0.630.